From a dataset of Ames mutagenicity test results for genotoxicity prediction. Regression/Classification. Given a drug SMILES string, predict its toxicity properties. Task type varies by dataset: regression for continuous values (e.g., LD50, hERG inhibition percentage) or binary classification for toxic/non-toxic outcomes (e.g., AMES mutagenicity, cardiotoxicity, hepatotoxicity). Dataset: ames. (1) The compound is CC1=C(C(=O)Nc2ccccc2)SCCO1. The result is 0 (non-mutagenic). (2) The compound is CC(C)[C@H]1CC[C@H](C)C[C@@H]1O. The result is 0 (non-mutagenic). (3) The molecule is CC(=O)OC1CC2C3(C)CCCC(C)(C)C3CCC2(C)C2CC=C(C=O)C(C=O)C12C. The result is 0 (non-mutagenic). (4) The molecule is O=C1CCCO1. The result is 0 (non-mutagenic). (5) The molecule is N#CC1=C(C#N)SCCS1. The result is 0 (non-mutagenic). (6) The molecule is CN(C)c1ccc(N=Nc2cccc3ccccc23)cc1. The result is 1 (mutagenic). (7) The drug is OC1C=Cc2ccc3c(ccc4ccccc43)c2C1O. The result is 1 (mutagenic).